Dataset: Full USPTO retrosynthesis dataset with 1.9M reactions from patents (1976-2016). Task: Predict the reactants needed to synthesize the given product. (1) Given the product [S:9]1[CH:10]=[CH:11][N:12]=[C:8]1[C:6]1[N:7]=[C:2]([NH:25][C:26]2[CH:27]=[CH:28][C:29]([N:32]3[CH2:33][CH2:34][N:35]([C:38](=[O:40])[CH3:39])[CH2:36][CH2:37]3)=[CH:30][CH:31]=2)[C:3]2[NH:15][N:14]=[CH:13][C:4]=2[N:5]=1, predict the reactants needed to synthesize it. The reactants are: Cl[C:2]1[C:3]2[C:4](=[CH:13][N:14](CC3C=CC(OC)=CC=3)[N:15]=2)[N:5]=[C:6]([C:8]2[S:9][CH:10]=[CH:11][N:12]=2)[N:7]=1.[NH2:25][C:26]1[CH:31]=[CH:30][C:29]([N:32]2[CH2:37][CH2:36][N:35]([C:38](=[O:40])[CH3:39])[CH2:34][CH2:33]2)=[CH:28][CH:27]=1.Cl. (2) Given the product [C:1]([O:5][C:6]1[CH:11]=[CH:10][C:9]([CH2:12][CH2:13][CH2:14][CH2:15][N:20]2[CH:21]=[CH:22][N:23]=[C:19]2[CH:17]=[O:18])=[CH:8][CH:7]=1)([CH3:4])([CH3:3])[CH3:2], predict the reactants needed to synthesize it. The reactants are: [C:1]([O:5][C:6]1[CH:11]=[CH:10][C:9]([CH2:12][CH2:13][CH2:14][CH2:15]I)=[CH:8][CH:7]=1)([CH3:4])([CH3:3])[CH3:2].[CH:17]([C:19]1[NH:20][CH:21]=[CH:22][N:23]=1)=[O:18].C(=O)([O-])[O-].[K+].[K+].O. (3) Given the product [CH3:1][NH:2][C:3]([C:5]1[S:6][C:7]([CH3:11])=[C:8]([CH3:10])[C:9]=1[C:17](=[O:24])[C:18]1[CH:23]=[CH:22][CH:21]=[CH:20][CH:19]=1)=[O:4], predict the reactants needed to synthesize it. The reactants are: [CH3:1][NH:2][C:3]([C:5]1[S:6][C:7]([CH3:11])=[C:8]([CH3:10])[CH:9]=1)=[O:4].C([Li])(C)(C)C.[C:17](Cl)(=[O:24])[C:18]1[CH:23]=[CH:22][CH:21]=[CH:20][CH:19]=1. (4) Given the product [CH2:1]([O:8][C:9]1[CH:16]=[N:15][CH:14]=[C:13]([O:17][CH2:18][C:19]2[CH:24]=[CH:23][CH:22]=[CH:21][CH:20]=2)[C:10]=1[C:11]([NH2:12])=[O:26])[C:2]1[CH:3]=[CH:4][CH:5]=[CH:6][CH:7]=1, predict the reactants needed to synthesize it. The reactants are: [CH2:1]([O:8][C:9]1[CH:16]=[N:15][CH:14]=[C:13]([O:17][CH2:18][C:19]2[CH:24]=[CH:23][CH:22]=[CH:21][CH:20]=2)[C:10]=1[C:11]#[N:12])[C:2]1[CH:7]=[CH:6][CH:5]=[CH:4][CH:3]=1.C([O-])([O-])=[O:26].[K+].[K+].OO.O. (5) Given the product [CH3:28][O:15][C:14]([C:11]1([NH:17][C:18]([O:20][CH2:21][C:22]2[CH:27]=[CH:26][CH:25]=[CH:24][CH:23]=2)=[O:19])[CH2:12][CH2:13][N:8]([C:6]([O:5][C:1]([CH3:4])([CH3:2])[CH3:3])=[O:7])[CH2:9][CH2:10]1)=[O:16], predict the reactants needed to synthesize it. The reactants are: [C:1]([O:5][C:6]([N:8]1[CH2:13][CH2:12][C:11]([NH:17][C:18]([O:20][CH2:21][C:22]2[CH:27]=[CH:26][CH:25]=[CH:24][CH:23]=2)=[O:19])([C:14]([OH:16])=[O:15])[CH2:10][CH2:9]1)=[O:7])([CH3:4])([CH3:3])[CH3:2].[C:28]([O-])([O-])=O.[K+].[K+].CI. (6) Given the product [Cl:24][C:21]1[CH:22]=[CH:23][C:18]([NH:17][C:15]([CH:11]2[CH2:12][CH2:13][CH2:14][N:9]([C:7]([C:4]3[S:3][C:2]([C:26]4[O:25][CH:30]=[CH:29][CH:27]=4)=[N:6][CH:5]=3)=[O:8])[CH2:10]2)=[O:16])=[CH:19][CH:20]=1, predict the reactants needed to synthesize it. The reactants are: Br[C:2]1[S:3][C:4]([C:7]([N:9]2[CH2:14][CH2:13][CH2:12][CH:11]([C:15]([NH:17][C:18]3[CH:23]=[CH:22][C:21]([Cl:24])=[CH:20][CH:19]=3)=[O:16])[CH2:10]2)=[O:8])=[CH:5][N:6]=1.[O:25]1[CH2:30][CH2:29]O[CH2:27][CH2:26]1.O.O1C=CC=C1B(O)O.C(=O)([O-])[O-].[Cs+].[Cs+]. (7) Given the product [CH3:3][C:4]1[C:9]([CH:10]([CH2:15][CH2:16][CH3:17])[C:11]([OH:13])=[O:12])=[C:8]([C:18]2[CH:23]=[CH:22][C:21]([CH3:24])=[CH:20][CH:19]=2)[N:7]=[C:6]([N:25]2[CH2:30][CH2:29][CH2:28][CH:27]([C:31]3[CH:32]=[CH:33][CH:34]=[CH:35][CH:36]=3)[CH2:26]2)[N:5]=1, predict the reactants needed to synthesize it. The reactants are: [OH-].[Na+].[CH3:3][C:4]1[C:9]([CH:10]([CH2:15][CH2:16][CH3:17])[C:11]([O:13]C)=[O:12])=[C:8]([C:18]2[CH:23]=[CH:22][C:21]([CH3:24])=[CH:20][CH:19]=2)[N:7]=[C:6]([N:25]2[CH2:30][CH2:29][CH2:28][CH:27]([C:31]3[CH:36]=[CH:35][CH:34]=[CH:33][CH:32]=3)[CH2:26]2)[N:5]=1. (8) Given the product [C:1]([CH:5]1[N:14]2[C:9](=[CH:10][C:11](=[O:20])[C:12]([C:15]([O:17][CH2:18][CH3:19])=[O:16])=[CH:13]2)[C:8]2[CH:21]=[C:22]([O:26][CH3:27])[C:23]([O:25][CH2:39][CH2:40][CH2:41][O:42][CH2:43][CH2:44][N:45]([CH2:46][C:47]3[CH:52]=[CH:51][CH:50]=[CH:49][CH:48]=3)[CH2:53][C:54]3[CH:55]=[CH:56][CH:57]=[CH:58][CH:59]=3)=[CH:24][C:7]=2[CH2:6]1)([CH3:2])([CH3:3])[CH3:4], predict the reactants needed to synthesize it. The reactants are: [C:1]([CH:5]1[N:14]2[C:9](=[CH:10][C:11](=[O:20])[C:12]([C:15]([O:17][CH2:18][CH3:19])=[O:16])=[CH:13]2)[C:8]2[CH:21]=[C:22]([O:26][CH3:27])[C:23]([OH:25])=[CH:24][C:7]=2[CH2:6]1)([CH3:4])([CH3:3])[CH3:2].CC1C=CC(S(O[CH2:39][CH2:40][CH2:41][O:42][CH2:43][CH2:44][N:45]([CH2:53][C:54]2[CH:59]=[CH:58][CH:57]=[CH:56][CH:55]=2)[CH2:46][C:47]2[CH:52]=[CH:51][CH:50]=[CH:49][CH:48]=2)(=O)=O)=CC=1.C([O-])([O-])=O.[K+].[K+]. (9) The reactants are: [F:1][C:2]([F:14])([F:13])[O:3][C:4]1[CH:9]=[CH:8][C:7](B(O)O)=[CH:6][CH:5]=1.Br[C:16]1[CH:39]=[CH:38][C:19]([CH2:20][N:21]2[CH:26]=[C:25]3[N:27]=[C:28]([C:30]4[CH:35]=[CH:34][CH:33]=[C:32]([F:36])[C:31]=4[F:37])[N:29]=[C:24]3[CH:23]=[N:22]2)=[CH:18][CH:17]=1. Given the product [F:37][C:31]1[C:32]([F:36])=[CH:33][CH:34]=[CH:35][C:30]=1[C:28]1[N:29]=[C:24]2[CH:23]=[N:22][N:21]([CH2:20][C:19]3[CH:18]=[CH:17][C:16]([C:7]4[CH:8]=[CH:9][C:4]([O:3][C:2]([F:14])([F:13])[F:1])=[CH:5][CH:6]=4)=[CH:39][CH:38]=3)[CH:26]=[C:25]2[N:27]=1, predict the reactants needed to synthesize it. (10) Given the product [CH3:1][C:2]1([CH3:19])[O:7][CH2:6][CH:5]([CH2:8][O:9][C:10]2[CH:15]=[CH:14][N:13]=[C:12]([CH2:17][OH:22])[C:11]=2[CH3:18])[CH2:4][O:3]1, predict the reactants needed to synthesize it. The reactants are: [CH3:1][C:2]1([CH3:19])[O:7][CH2:6][CH:5]([CH2:8][O:9][C:10]2[CH:15]=[CH:14][N+:13]([O-])=[C:12]([CH3:17])[C:11]=2[CH3:18])[CH2:4][O:3]1.C(OC(=O)C)(=[O:22])C.[OH-].[Na+].